This data is from Reaction yield outcomes from USPTO patents with 853,638 reactions. The task is: Predict the reaction yield, written as a fraction of the theoretical maximum amount of product (1.0 means a 100% yield; for example, 0.34 means a 34% yield). The reactants are [Br:1][C:2]1[CH:7]=[CH:6][C:5]([CH2:8][CH2:9][C:10]([OH:12])=O)=[CH:4][CH:3]=1.S(Cl)([Cl:15])=O. No catalyst specified. The product is [Br:1][C:2]1[CH:7]=[CH:6][C:5]([CH2:8][CH2:9][C:10]([Cl:15])=[O:12])=[CH:4][CH:3]=1. The yield is 0.990.